Dataset: Full USPTO retrosynthesis dataset with 1.9M reactions from patents (1976-2016). Task: Predict the reactants needed to synthesize the given product. (1) Given the product [C:2]1([N:1]=[N:8][C:15]2[CH:14]=[C:13]([CH3:12])[CH:18]=[CH:17][C:16]=2[SH:19])[CH:7]=[CH:6][CH:5]=[CH:4][CH:3]=1, predict the reactants needed to synthesize it. The reactants are: [NH2:1][C:2]1[CH:7]=[CH:6][CH:5]=[CH:4][CH:3]=1.[N:8]([O-])=O.[Na+].[CH3:12][C:13]1[CH:18]=[CH:17][C:16]([SH:19])=[CH:15][CH:14]=1. (2) Given the product [F:1][C:2]1[CH:7]=[CH:6][C:5]([N:8]2[C:9]3[CH:14]=[CH:13][CH:12]=[CH:11][C:10]=3[NH:15][S:17]2(=[O:19])=[O:18])=[C:4]([CH3:16])[CH:3]=1, predict the reactants needed to synthesize it. The reactants are: [F:1][C:2]1[CH:7]=[CH:6][C:5]([NH:8][C:9]2[C:10]([NH2:15])=[CH:11][CH:12]=[CH:13][CH:14]=2)=[C:4]([CH3:16])[CH:3]=1.[S:17](N)(N)(=[O:19])=[O:18]. (3) The reactants are: [F:1][C:2]1[CH:7]=[CH:6][C:5]([C:8]2[O:9][C:10]3[CH:20]=[CH:19][C:18]([C:21]4[C:22]([CH3:39])=[CH:23][C:24](OS(C(F)(F)F)(=O)=O)=[C:25]([CH:30]=4)[C:26]([O:28][CH3:29])=[O:27])=[CH:17][C:11]=3[C:12]=2[C:13](=[O:16])[NH:14][CH3:15])=[CH:4][CH:3]=1.O1CCOCC1.[Cl:46][C:47]1[CH:52]=[CH:51][CH:50]=[CH:49][C:48]=1B(O)O.C(=O)([O-])[O-].[Cs+].[Cs+]. Given the product [Cl:46][C:47]1[CH:52]=[CH:51][CH:50]=[CH:49][C:48]=1[C:24]1[C:25]([C:26]([O:28][CH3:29])=[O:27])=[CH:30][C:21]([C:18]2[CH:19]=[CH:20][C:10]3[O:9][C:8]([C:5]4[CH:4]=[CH:3][C:2]([F:1])=[CH:7][CH:6]=4)=[C:12]([C:13](=[O:16])[NH:14][CH3:15])[C:11]=3[CH:17]=2)=[C:22]([CH3:39])[CH:23]=1, predict the reactants needed to synthesize it. (4) The reactants are: Br[C:2]1[CH:7]=[C:6]([Br:8])[CH:5]=[CH:4][C:3]=1[N+:9]([O-:11])=[O:10].[CH3:12][NH2:13].O. Given the product [Br:8][C:6]1[CH:5]=[CH:4][C:3]([N+:9]([O-:11])=[O:10])=[C:2]([NH:13][CH3:12])[CH:7]=1, predict the reactants needed to synthesize it. (5) Given the product [CH2:44]([O:46][C:47](=[O:56])[CH2:48][C:49]1[CH:54]=[N:53][C:52]([C:28]2[CH:29]=[CH:30][C:25]([C:22]([C:19]3[CH:20]=[CH:21][C:16]([CH2:15][CH2:14][CH:9]([O:8][Si:5]([C:1]([CH3:4])([CH3:3])[CH3:2])([CH3:6])[CH3:7])[C:10]([CH3:13])([CH3:12])[CH3:11])=[C:17]([CH3:43])[CH:18]=3)([CH2:23][CH3:24])[CH2:41][CH3:42])=[CH:26][C:27]=2[CH3:40])=[CH:51][CH:50]=1)[CH3:45], predict the reactants needed to synthesize it. The reactants are: [C:1]([Si:5]([O:8][CH:9]([CH2:14][CH2:15][C:16]1[CH:21]=[CH:20][C:19]([C:22]([CH2:41][CH3:42])([C:25]2[CH:30]=[CH:29][C:28](B3OC(C)(C)C(C)(C)O3)=[C:27]([CH3:40])[CH:26]=2)[CH2:23][CH3:24])=[CH:18][C:17]=1[CH3:43])[C:10]([CH3:13])([CH3:12])[CH3:11])([CH3:7])[CH3:6])([CH3:4])([CH3:3])[CH3:2].[CH2:44]([O:46][C:47](=[O:56])[CH2:48][C:49]1[CH:50]=[CH:51][C:52](Cl)=[N:53][CH:54]=1)[CH3:45].O. (6) The reactants are: N[C:2]1[S:3][C:4]2[C:9]([NH:10][C:11]([CH3:15])([CH3:14])[CH2:12][OH:13])=[N:8][C:7]([S:16][CH2:17][C:18]3[CH:23]=[CH:22][CH:21]=[CH:20][CH:19]=3)=[N:6][C:5]=2[N:24]=1.C(Br)(Br)[Br:26]. Given the product [Br:26][C:2]1[S:3][C:4]2[C:9]([NH:10][C:11]([CH3:15])([CH3:14])[CH2:12][OH:13])=[N:8][C:7]([S:16][CH2:17][C:18]3[CH:23]=[CH:22][CH:21]=[CH:20][CH:19]=3)=[N:6][C:5]=2[N:24]=1, predict the reactants needed to synthesize it. (7) Given the product [N:14]1[C:15]2[C:10](=[CH:9][CH:8]=[CH:7][C:6]=2[NH:5][CH2:2][CH2:1][OH:4])[CH:11]=[CH:12][CH:13]=1, predict the reactants needed to synthesize it. The reactants are: [CH:1](=[O:4])[CH2:2]O.[NH2:5][C:6]1[CH:7]=[CH:8][CH:9]=[C:10]2[C:15]=1[N:14]=[CH:13][CH:12]=[CH:11]2.C(O[BH-](OC(=O)C)OC(=O)C)(=O)C.[Na+]. (8) Given the product [C:21]([NH:20][CH:15]([C:16](=[O:19])[CH2:17][F:18])[CH2:14][C:13]([OH:29])=[O:12])(=[O:28])[C:22]1[CH:23]=[CH:24][CH:25]=[CH:26][CH:27]=1, predict the reactants needed to synthesize it. The reactants are: FC(F)(F)C(O)=O.C([O:12][C:13](=[O:29])[CH2:14][CH:15]([NH:20][C:21](=[O:28])[C:22]1[CH:27]=[CH:26][CH:25]=[CH:24][CH:23]=1)[C:16](=[O:19])[CH2:17][F:18])(C)(C)C.